This data is from Catalyst prediction with 721,799 reactions and 888 catalyst types from USPTO. The task is: Predict which catalyst facilitates the given reaction. (1) Reactant: [CH2:1]([O:8][C:9]1[CH:14]=[CH:13][C:12]([OH:15])=[CH:11][C:10]=1[CH3:16])[C:2]1[CH:7]=[CH:6][CH:5]=[CH:4][CH:3]=1.[CH2:17]=O.[CH2:19](COC)[O:20]C. Product: [CH2:1]([O:8][C:9]1[CH:14]=[C:13]([CH2:19][OH:20])[C:12]([OH:15])=[C:11]([CH3:17])[C:10]=1[CH3:16])[C:2]1[CH:3]=[CH:4][CH:5]=[CH:6][CH:7]=1. The catalyst class is: 11. (2) Reactant: C#N.[S:3](=[O:7])(=[O:6])([OH:5])[OH:4].[C:8]([NH2:13])(=[O:12])[C:9]([CH3:11])=[CH2:10]. Product: [S:3](=[O:5])(=[O:4])([OH:7])[O-:6].[NH4+:13].[C:8]([OH:12])(=[O:4])[C:9]([CH3:11])=[CH2:10]. The catalyst class is: 21. (3) Reactant: [NH2:1][C:2]1[CH:3]=[N:4][C:5]2[C:10]([C:11]=1[OH:12])=[CH:9][C:8]([Br:13])=[CH:7][CH:6]=2.C(N(CC)CC)C.[CH:21]1([C:24](Cl)=[O:25])[CH2:23][CH2:22]1. Product: [Br:13][C:8]1[CH:9]=[C:10]2[C:5](=[CH:6][CH:7]=1)[N:4]=[CH:3][C:2]([NH:1][C:24]([CH:21]1[CH2:23][CH2:22]1)=[O:25])=[C:11]2[OH:12]. The catalyst class is: 4. (4) Reactant: [NH:1]1[C:5]2[CH:6]=[CH:7][CH:8]=[CH:9][C:4]=2[N:3]=[C:2]1[C:10]([OH:12])=O.[CH3:13][N:14]1[CH2:21][C@@H:20]2[C@@H:16]([CH2:17][NH:18][CH2:19]2)[CH2:15]1.C(N(CC)CC)C. Product: [NH3:1].[CH3:13][N:14]1[CH2:21][C@@H:20]2[CH2:19][N:18]([C:10]([C:2]3[NH:1][C:5]4[CH:6]=[CH:7][CH:8]=[CH:9][C:4]=4[N:3]=3)=[O:12])[CH2:17][C@@H:16]2[CH2:15]1. The catalyst class is: 80. (5) The catalyst class is: 252. Product: [C:1]([C:3]1[CH:4]=[C:5]([C:13]2[S:17][N:16]=[C:15]([C:18]3[CH:23]=[CH:22][C:21]([O:24][CH2:25][CH2:26][CH2:27][C:28]([OH:30])=[O:29])=[CH:20][C:19]=3[CH2:33][CH3:34])[N:14]=2)[CH:6]=[CH:7][C:8]=1[O:9][CH:10]([CH3:12])[CH3:11])#[N:2]. Reactant: [C:1]([C:3]1[CH:4]=[C:5]([C:13]2[S:17][N:16]=[C:15]([C:18]3[CH:23]=[CH:22][C:21]([O:24][CH2:25][CH2:26][CH2:27][C:28]([O:30]CC)=[O:29])=[CH:20][C:19]=3[CH2:33][CH3:34])[N:14]=2)[CH:6]=[CH:7][C:8]=1[O:9][CH:10]([CH3:12])[CH3:11])#[N:2].[OH-].[Na+].CC(O)=O. (6) Reactant: [Cl:1][C:2]1[CH:3]=[N+:4]([O-:32])[CH:5]=[C:6]([Cl:31])[C:7]=1[CH2:8][C@H:9]([O:20][C:21](=[O:30])[CH2:22][C:23]1[S:24][C:25]([CH2:28][OH:29])=[CH:26][CH:27]=1)[C:10]1[CH:15]=[CH:14][C:13]([O:16][CH3:17])=[C:12]([O:18][CH3:19])[CH:11]=1.CC(OI1(OC(C)=O)(OC(C)=O)OC(=O)C2C=CC=CC1=2)=O. The catalyst class is: 4. Product: [Cl:31][C:6]1[CH:5]=[N+:4]([O-:32])[CH:3]=[C:2]([Cl:1])[C:7]=1[CH2:8][C@H:9]([O:20][C:21](=[O:30])[CH2:22][C:23]1[S:24][C:25]([CH:28]=[O:29])=[CH:26][CH:27]=1)[C:10]1[CH:15]=[CH:14][C:13]([O:16][CH3:17])=[C:12]([O:18][CH3:19])[CH:11]=1. (7) Reactant: [Cl:1][C:2]1[C:3]([CH3:25])=[C:4]([CH:9]=[C:10]([Cl:24])[C:11]=1[O:12][C:13]1[CH:18]=[C:17]([CH:19]([CH3:21])[CH3:20])[C:16]([OH:22])=[C:15]([CH3:23])[CH:14]=1)[C:5]([O:7]C)=[O:6].O[Li].O. Product: [Cl:1][C:2]1[C:3]([CH3:25])=[C:4]([CH:9]=[C:10]([Cl:24])[C:11]=1[O:12][C:13]1[CH:18]=[C:17]([CH:19]([CH3:21])[CH3:20])[C:16]([OH:22])=[C:15]([CH3:23])[CH:14]=1)[C:5]([OH:7])=[O:6]. The catalyst class is: 20. (8) Reactant: [CH2:1]([O:8][N:9]1[C:15](=[O:16])[N:14]2[CH2:17][C@H:10]1[CH2:11][CH2:12][C@H:13]2[C:18]([OH:20])=O)[C:2]1[CH:7]=[CH:6][CH:5]=[CH:4][CH:3]=1.[NH2:21][O:22][CH2:23][CH:24]1[CH2:29][CH2:28][CH2:27][N:26]([C:30]([O:32][C:33]([CH3:36])([CH3:35])[CH3:34])=[O:31])[CH2:25]1.ON1C2C=CC=CC=2N=N1.Cl.C(N=C=NCCCN(C)C)C. Product: [CH2:1]([O:8][N:9]1[C:15](=[O:16])[N:14]2[CH2:17][C@H:10]1[CH2:11][CH2:12][C@H:13]2[C:18]([NH:21][O:22][CH2:23][CH:24]1[CH2:29][CH2:28][CH2:27][N:26]([C:30]([O:32][C:33]([CH3:36])([CH3:35])[CH3:34])=[O:31])[CH2:25]1)=[O:20])[C:2]1[CH:3]=[CH:4][CH:5]=[CH:6][CH:7]=1. The catalyst class is: 2. (9) Reactant: [N:1]1[C:6]([CH2:7][OH:8])=[CH:5][CH:4]=[CH:3][C:2]=1[CH2:9][OH:10].[H-].[Na+].[CH2:13](Br)[CH:14]=[CH2:15].O. Product: [CH2:15]([O:8][CH2:7][C:6]1[N:1]=[C:2]([CH2:9][OH:10])[CH:3]=[CH:4][CH:5]=1)[CH:14]=[CH2:13]. The catalyst class is: 3. (10) Product: [NH2:1][C:2]1[C:11]([F:12])=[C:10]([NH:23][CH2:24][CH2:25][NH:26][C:27]2[CH:32]=[CH:31][C:30]([C:33]([O:35][CH2:36][CH3:37])=[O:34])=[CH:29][N:28]=2)[C:9]([O:14][CH3:15])=[C:8]2[C:3]=1[C:4](=[O:22])[C:5]([C:19]([OH:21])=[O:20])=[CH:6][N:7]2[CH:16]1[CH2:18][CH2:17]1. Reactant: [NH2:1][C:2]1[C:11]([F:12])=[C:10](F)[C:9]([O:14][CH3:15])=[C:8]2[C:3]=1[C:4](=[O:22])[C:5]([C:19]([OH:21])=[O:20])=[CH:6][N:7]2[CH:16]1[CH2:18][CH2:17]1.[NH2:23][CH2:24][CH2:25][NH:26][C:27]1[CH:32]=[CH:31][C:30]([C:33]([O:35][CH2:36][CH3:37])=[O:34])=[CH:29][N:28]=1.C(N(CC)CC)C.O. The catalyst class is: 16.